This data is from NCI-60 drug combinations with 297,098 pairs across 59 cell lines. The task is: Regression. Given two drug SMILES strings and cell line genomic features, predict the synergy score measuring deviation from expected non-interaction effect. Drug 1: CC1=C(C(=CC=C1)Cl)NC(=O)C2=CN=C(S2)NC3=CC(=NC(=N3)C)N4CCN(CC4)CCO. Drug 2: COC1=C2C(=CC3=C1OC=C3)C=CC(=O)O2. Cell line: 786-0. Synergy scores: CSS=3.95, Synergy_ZIP=-1.16, Synergy_Bliss=1.85, Synergy_Loewe=-2.90, Synergy_HSA=1.10.